Dataset: NCI-60 drug combinations with 297,098 pairs across 59 cell lines. Task: Regression. Given two drug SMILES strings and cell line genomic features, predict the synergy score measuring deviation from expected non-interaction effect. Drug 1: CN1C(=O)N2C=NC(=C2N=N1)C(=O)N. Drug 2: CN1C2=C(C=C(C=C2)N(CCCl)CCCl)N=C1CCCC(=O)O.Cl. Cell line: 786-0. Synergy scores: CSS=3.94, Synergy_ZIP=-0.562, Synergy_Bliss=4.84, Synergy_Loewe=-0.240, Synergy_HSA=1.71.